This data is from NCI-60 drug combinations with 297,098 pairs across 59 cell lines. The task is: Regression. Given two drug SMILES strings and cell line genomic features, predict the synergy score measuring deviation from expected non-interaction effect. (1) Drug 1: CC12CCC3C(C1CCC2=O)CC(=C)C4=CC(=O)C=CC34C. Drug 2: C1=NC2=C(N1)C(=S)N=C(N2)N. Cell line: HT29. Synergy scores: CSS=55.0, Synergy_ZIP=-0.739, Synergy_Bliss=-3.21, Synergy_Loewe=-7.56, Synergy_HSA=1.11. (2) Drug 1: CC1=CC=C(C=C1)C2=CC(=NN2C3=CC=C(C=C3)S(=O)(=O)N)C(F)(F)F. Drug 2: CC=C1C(=O)NC(C(=O)OC2CC(=O)NC(C(=O)NC(CSSCCC=C2)C(=O)N1)C(C)C)C(C)C. Cell line: COLO 205. Synergy scores: CSS=16.2, Synergy_ZIP=2.57, Synergy_Bliss=0.782, Synergy_Loewe=-48.4, Synergy_HSA=-3.86.